From a dataset of Catalyst prediction with 721,799 reactions and 888 catalyst types from USPTO. Predict which catalyst facilitates the given reaction. (1) Reactant: C(=O)([O-])[O-].[Na+].[Na+].I[C:8]1[N:12]2[N:13]=[CH:14][CH:15]=[CH:16][C:11]2=[N:10][C:9]=1[C:17]([O:19][CH2:20][CH3:21])=[O:18].[Cl:22][C:23]1[CH:28]=[CH:27][C:26](B(O)O)=[CH:25][C:24]=1[F:32]. Product: [Cl:22][C:23]1[CH:28]=[CH:27][C:26]([C:8]2[N:12]3[N:13]=[CH:14][CH:15]=[CH:16][C:11]3=[N:10][C:9]=2[C:17]([O:19][CH2:20][CH3:21])=[O:18])=[CH:25][C:24]=1[F:32]. The catalyst class is: 38. (2) Reactant: [F:1][C:2]([F:31])([C:9]([F:30])([F:29])[C:10]([F:28])([F:27])[C:11]([F:26])([F:25])[C:12]([F:24])([F:23])[C:13]([F:22])([F:21])[C:14]([F:20])([F:19])[C:15]([F:18])([F:17])[F:16])[CH2:3][CH2:4][Si:5](Cl)(Cl)Cl.C[Si]([C:36]#[CH:37])(C)C.C([Li])[CH2:39][CH2:40][CH3:41].[CH:43]([Li])([CH3:45])[CH3:44].[Cl-].[NH4+]. Product: [F:1][C:2]([F:31])([C:9]([F:30])([F:29])[C:10]([F:28])([F:27])[C:11]([F:26])([F:25])[C:12]([F:24])([F:23])[C:13]([F:22])([F:21])[C:14]([F:20])([F:19])[C:15]([F:18])([F:17])[F:16])[CH2:3][CH2:4][Si:5]([C:36]#[CH:37])([CH:43]([CH3:45])[CH3:44])[CH:40]([CH3:41])[CH3:39]. The catalyst class is: 134. (3) Reactant: [O:1]1[CH:5]=[CH:4][CH:3]=[C:2]1[C:6](=[O:14])[CH2:7][C:8](=[S:13])[O:9][CH:10]([CH3:12])[CH3:11].[C:15](=O)([O-])[O-].[K+].[K+].CC(C)=O.CI. Product: [O:1]1[CH:5]=[CH:4][CH:3]=[C:2]1[C:6](=[O:14])/[CH:7]=[C:8](/[O:9][CH:10]([CH3:11])[CH3:12])\[S:13][CH3:15]. The catalyst class is: 13. (4) Reactant: [CH3:1][N:2]1[N:6]=[N:5][C:4]([C:7]2[CH:12]=[CH:11][C:10]([C:13]3[CH:18]=[CH:17][C:16]([N:19]4[CH2:23][C@H:22]([CH2:24][OH:25])[O:21][C:20]4=[O:26])=[CH:15][C:14]=3[F:27])=[CH:9][N:8]=2)=[N:3]1.[CH3:28][S:29](Cl)(=[O:31])=[O:30].C(N(CC)CC)C.O. Product: [CH3:1][N:2]1[N:6]=[N:5][C:4]([C:7]2[CH:12]=[CH:11][C:10]([C:13]3[CH:18]=[CH:17][C:16]([N:19]4[CH2:23][C@H:22]([CH2:24][O:25][S:29]([CH3:28])(=[O:31])=[O:30])[O:21][C:20]4=[O:26])=[CH:15][C:14]=3[F:27])=[CH:9][N:8]=2)=[N:3]1. The catalyst class is: 448. (5) Reactant: [C:1]([C:5]1[CH:10]=[CH:9][C:8]([O:11][CH2:12][CH2:13][CH2:14][CH2:15][CH2:16][CH2:17][CH2:18][CH2:19]I)=[CH:7][CH:6]=1)([CH3:4])([CH3:3])[CH3:2].[C:21]1(=[O:31])[NH:25][C:24](=[O:26])[C:23]2=[CH:27][CH:28]=[CH:29][CH:30]=[C:22]12.[K].C(OCCCCCCCCN1C(=O)C2=CC=CC=C2C1=O)CCCCC. Product: [C:1]([C:5]1[CH:10]=[CH:9][C:8]([O:11][CH2:12][CH2:13][CH2:14][CH2:15][CH2:16][CH2:17][CH2:18][CH2:19][N:25]2[C:24](=[O:26])[C:23]3=[CH:27][CH:28]=[CH:29][CH:30]=[C:22]3[C:21]2=[O:31])=[CH:7][CH:6]=1)([CH3:4])([CH3:3])[CH3:2]. The catalyst class is: 3. (6) Reactant: [CH3:1][C:2]1[CH:11]=[CH:10][C:9]2[C:4](=[CH:5][C:6]([CH3:12])=[CH:7][CH:8]=2)[CH:3]=1.[Br:13]N1C(=O)CCC1=O. Product: [Br:13][C:5]1[C:4]2[C:9](=[CH:10][CH:11]=[C:2]([CH3:1])[CH:3]=2)[CH:8]=[CH:7][C:6]=1[CH3:12]. The catalyst class is: 9. (7) Product: [CH2:5]([C:8]1[CH:13]=[C:12]([OH:14])[CH:11]=[C:10]([CH:9]=1)[OH:16])[CH:6]=[CH2:7]. The catalyst class is: 534. Reactant: [Al](I)(I)I.[CH2:5]([C:8]1[CH:9]=[C:10]([O:16]C)[CH:11]=[C:12]([O:14]C)[CH:13]=1)[CH:6]=[CH2:7]. (8) Reactant: [C:1](=[O:8])([O:5][CH2:6][CH3:7])OCC.CC(C)([O-])C.[K+].[CH3:15][C:16]([C:18]1[S:22][CH:21]=[CH:20][CH:19]=1)=[O:17].O. Product: [O:17]=[C:16]([C:18]1[S:22][CH:21]=[CH:20][CH:19]=1)[CH2:15][C:1]([O:5][CH2:6][CH3:7])=[O:8]. The catalyst class is: 11. (9) Reactant: [F:1][C:2]1[CH:28]=[CH:27][C:5]2[N:6]=[C:7]([NH:9][C:10]3[CH:15]=[CH:14][C:13]([C:16]4[CH:21]=[CH:20][C:19]([C:22]([O:24]C)=[O:23])=[C:18]([Cl:26])[CH:17]=4)=[CH:12][CH:11]=3)[S:8][C:4]=2[CH:3]=1.CO.O.[OH-].[Na+]. Product: [F:1][C:2]1[CH:28]=[CH:27][C:5]2[N:6]=[C:7]([NH:9][C:10]3[CH:15]=[CH:14][C:13]([C:16]4[CH:21]=[CH:20][C:19]([C:22]([OH:24])=[O:23])=[C:18]([Cl:26])[CH:17]=4)=[CH:12][CH:11]=3)[S:8][C:4]=2[CH:3]=1. The catalyst class is: 1. (10) Reactant: [H-].[Na+].[CH3:3][C:4]1[CH:5]=[N:6][NH:7][CH:8]=1.[Br:9][C:10]1[C:18]2[N:17]=[C:16]([C:19]3[CH:24]=[CH:23][C:22]([CH:25]([CH3:27])[CH3:26])=[CH:21][CH:20]=3)[N:15]([CH2:28][CH2:29][O:30][CH3:31])[C:14]=2[C:13]([O:32][CH3:33])=[CH:12][C:11]=1[CH2:34]OS(C)(=O)=O. Product: [Br:9][C:10]1[C:18]2[N:17]=[C:16]([C:19]3[CH:20]=[CH:21][C:22]([CH:25]([CH3:27])[CH3:26])=[CH:23][CH:24]=3)[N:15]([CH2:28][CH2:29][O:30][CH3:31])[C:14]=2[C:13]([O:32][CH3:33])=[CH:12][C:11]=1[CH2:34][N:6]1[CH:5]=[C:4]([CH3:3])[CH:8]=[N:7]1. The catalyst class is: 3.